This data is from Peptide-MHC class I binding affinity with 185,985 pairs from IEDB/IMGT. The task is: Regression. Given a peptide amino acid sequence and an MHC pseudo amino acid sequence, predict their binding affinity value. This is MHC class I binding data. (1) The peptide sequence is KSNRIPFLY. The binding affinity (normalized) is 0.0847. The MHC is HLA-B35:01 with pseudo-sequence HLA-B35:01. (2) The peptide sequence is EKEGKISKI. The MHC is HLA-A23:01 with pseudo-sequence HLA-A23:01. The binding affinity (normalized) is 0.0588.